This data is from Peptide-MHC class I binding affinity with 185,985 pairs from IEDB/IMGT. The task is: Regression. Given a peptide amino acid sequence and an MHC pseudo amino acid sequence, predict their binding affinity value. This is MHC class I binding data. (1) The binding affinity (normalized) is 0.150. The MHC is HLA-A68:02 with pseudo-sequence HLA-A68:02. The peptide sequence is LLMALPHQA. (2) The peptide sequence is FWFKNTQFDI. The MHC is H-2-Kb with pseudo-sequence H-2-Kb. The binding affinity (normalized) is 0.561. (3) The peptide sequence is SESTIDIIL. The MHC is HLA-B07:02 with pseudo-sequence HLA-B07:02. The binding affinity (normalized) is 0.0847.